Predict the reactants needed to synthesize the given product. From a dataset of Full USPTO retrosynthesis dataset with 1.9M reactions from patents (1976-2016). (1) Given the product [N:1]1([CH2:6][C:7]2[CH:12]=[CH:11][C:10]([CH2:13][CH2:14][NH:15][C:16]([C:18]3[CH:23]=[CH:22][C:21]([C:24]4[CH:25]=[CH:26][C:27]([Cl:30])=[CH:28][CH:29]=4)=[CH:20][C:19]=3[NH2:31])=[O:17])=[CH:9][CH:8]=2)[CH2:5][CH2:4][CH2:3][CH2:2]1, predict the reactants needed to synthesize it. The reactants are: [N:1]1([CH2:6][C:7]2[CH:12]=[CH:11][C:10]([CH2:13][CH2:14][NH:15][C:16]([C:18]3[CH:23]=[CH:22][C:21]([C:24]4[CH:29]=[CH:28][C:27]([Cl:30])=[CH:26][CH:25]=4)=[CH:20][C:19]=3[N+:31]([O-])=O)=[O:17])=[CH:9][CH:8]=2)[CH2:5][CH2:4][CH2:3][CH2:2]1.[H][H]. (2) Given the product [C:12]([O:16][C:17](=[O:20])[CH2:18][NH:11][CH:8]([CH3:10])[CH3:9])([CH3:15])([CH3:14])[CH3:13], predict the reactants needed to synthesize it. The reactants are: C(N(CC)CC)C.[CH:8]([NH2:11])([CH3:10])[CH3:9].[C:12]([O:16][C:17](=[O:20])[CH2:18]Br)([CH3:15])([CH3:14])[CH3:13].